The task is: Predict the reactants needed to synthesize the given product.. This data is from Full USPTO retrosynthesis dataset with 1.9M reactions from patents (1976-2016). (1) The reactants are: [F:1][C:2]1[CH:19]=[C:18]([N+:20]([O-:22])=[O:21])[CH:17]=[CH:16][C:3]=1[O:4][C:5]1[CH:10]=[CH:9][N:8]=[C:7]2[CH:11]=[C:12]([S:14][CH3:15])[S:13][C:6]=12.C1C=C(Cl)C=C(C(OO)=[O:31])C=1.O. Given the product [F:1][C:2]1[CH:19]=[C:18]([N+:20]([O-:22])=[O:21])[CH:17]=[CH:16][C:3]=1[O:4][C:5]1[CH:10]=[CH:9][N:8]=[C:7]2[CH:11]=[C:12]([S:14]([CH3:15])=[O:31])[S:13][C:6]=12, predict the reactants needed to synthesize it. (2) Given the product [NH2:1][C:4]1[CH:5]=[C:6]([NH:10][C:11]2[C:20]3[C:15](=[CH:16][CH:17]=[CH:18][CH:19]=3)[CH:14]=[CH:13][N:12]=2)[CH:7]=[CH:8][CH:9]=1, predict the reactants needed to synthesize it. The reactants are: [N+:1]([C:4]1[CH:5]=[C:6]([NH:10][C:11]2[C:20]3[C:15](=[CH:16][CH:17]=[CH:18][CH:19]=3)[CH:14]=[CH:13][N:12]=2)[CH:7]=[CH:8][CH:9]=1)([O-])=O.[H][H]. (3) The reactants are: [C:1]([CH2:4][CH2:5][C:6]1[CH:11]=[CH:10][C:9]([NH:12][C:13]([C:15]2[N:16](COCC[Si](C)(C)C)[CH:17]=[C:18]([C:20]#[N:21])[N:19]=2)=[O:14])=[C:8]([C:30]2[CH2:35][CH2:34][C:33]([CH3:37])([CH3:36])[CH2:32][CH:31]=2)[CH:7]=1)(=[O:3])[NH2:2].[F-].C([N+](CCCC)(CCCC)CCCC)CCC.CCOC(C)=O. Given the product [C:1]([CH2:4][CH2:5][C:6]1[CH:11]=[CH:10][C:9]([NH:12][C:13]([C:15]2[NH:16][CH:17]=[C:18]([C:20]#[N:21])[N:19]=2)=[O:14])=[C:8]([C:30]2[CH2:35][CH2:34][C:33]([CH3:37])([CH3:36])[CH2:32][CH:31]=2)[CH:7]=1)(=[O:3])[NH2:2], predict the reactants needed to synthesize it. (4) Given the product [CH3:14][O:13][C:4]1[C:5]2[N:6]([N:8]=[CH:9][C:10]=2[C:11]#[N:12])[CH:7]=[C:2]([C:19]2[CH:18]=[N:17][N:16]([CH3:15])[CH:20]=2)[CH:3]=1, predict the reactants needed to synthesize it. The reactants are: Br[C:2]1[CH:3]=[C:4]([O:13][CH3:14])[C:5]2[N:6]([N:8]=[CH:9][C:10]=2[C:11]#[N:12])[CH:7]=1.[CH3:15][N:16]1[CH:20]=[C:19](B2OC(C)(C)C(C)(C)O2)[CH:18]=[N:17]1.F[B-](F)(F)F.C([PH+](C(C)(C)C)C(C)(C)C)(C)(C)C.[F-].[K+]. (5) Given the product [Cl:31][C:25]1[N:26]=[C:27]([S:39]([CH2:38][CH2:37][C:36]([O:35][CH3:34])=[O:42])(=[O:41])=[O:40])[CH:28]=[CH:29][C:24]=1[O:23][CH2:22][C:21]([N:9]1[CH2:10][CH2:11][C:12]2[N:16]=[C:15]3[S:17][C:18]([CH3:20])=[N:19][N:14]3[C:13]=2[CH:8]1[C:5]1[CH:6]=[CH:7][C:2]([Cl:1])=[CH:3][C:4]=1[F:33])=[O:32], predict the reactants needed to synthesize it. The reactants are: [Cl:1][C:2]1[CH:7]=[CH:6][C:5]([CH:8]2[C:13]3[N:14]4[N:19]=[C:18]([CH3:20])[S:17][C:15]4=[N:16][C:12]=3[CH2:11][CH2:10][N:9]2[C:21](=[O:32])[CH2:22][O:23][C:24]2[C:25]([Cl:31])=[N:26][C:27](I)=[CH:28][CH:29]=2)=[C:4]([F:33])[CH:3]=1.[CH3:34][O:35][C:36](=[O:42])[CH2:37][CH2:38][S:39]([O-:41])=[O:40].[Na+].[NH4+].[Cl-]. (6) Given the product [C:6]([O:5][C:3](=[O:4])[CH2:2][O:10][C:11]1[CH:20]=[CH:19][CH:18]=[C:13]([C:14]([O:16][CH3:17])=[O:15])[CH:12]=1)([CH3:9])([CH3:8])[CH3:7], predict the reactants needed to synthesize it. The reactants are: Br[CH2:2][C:3]([O:5][C:6]([CH3:9])([CH3:8])[CH3:7])=[O:4].[OH:10][C:11]1[CH:12]=[C:13]([CH:18]=[CH:19][CH:20]=1)[C:14]([O:16][CH3:17])=[O:15].C(=O)([O-])[O-].[K+].[K+]. (7) Given the product [Cl:1][C:2]1[CH:11]=[CH:10][C:9]2[C:8]3[C:12]4[NH:19][CH2:18][C@@H:17]([CH3:27])[NH:16][C:15](=[O:35])[C:13]=4[S:14][C:7]=3[CH:6]=[CH:5][C:4]=2[N:3]=1, predict the reactants needed to synthesize it. The reactants are: [Cl:1][C:2]1[CH:11]=[CH:10][C:9]2[C:8]3[C:12]4[N:19](C(OC(C)(C)C)=O)[CH2:18][C@@H:17]([CH3:27])[N:16](C(OC(C)(C)C)=O)[C:15](=[O:35])[C:13]=4[S:14][C:7]=3[CH:6]=[CH:5][C:4]=2[N:3]=1.